This data is from Full USPTO retrosynthesis dataset with 1.9M reactions from patents (1976-2016). The task is: Predict the reactants needed to synthesize the given product. (1) Given the product [ClH:39].[F:29][C:26]([F:27])([F:28])[C:21]1[CH:22]=[CH:23][CH:24]=[CH:25][C:20]=1[CH:19]([O:18][CH:16]1[CH2:17][NH:14][CH2:15]1)[C:30]1[CH:35]=[CH:34][C:33]([S:36][CH3:37])=[CH:32][CH:31]=1, predict the reactants needed to synthesize it. The reactants are: C([N:14]1[CH2:17][CH:16]([O:18][CH:19]([C:30]2[CH:35]=[CH:34][C:33]([S:36][CH3:37])=[CH:32][CH:31]=2)[C:20]2[CH:25]=[CH:24][CH:23]=[CH:22][C:21]=2[C:26]([F:29])([F:28])[F:27])[CH2:15]1)(C1C=CC=CC=1)C1C=CC=CC=1.Cl.[Cl:39]C1C=CC=CC=1C(OC1CNC1)C1C=CC(Cl)=CC=1. (2) The reactants are: [CH:1]1([N:7]([CH2:17][CH3:18])[CH2:8][CH2:9][C:10]2[CH:15]=[CH:14][C:13]([OH:16])=[CH:12][CH:11]=2)[CH2:6][CH2:5][CH2:4][CH2:3][CH2:2]1.Cl[C:20]1[N:24]([CH3:25])[C:23]2[CH:26]=[CH:27][CH:28]=[CH:29][C:22]=2[N:21]=1.C([O-])([O-])=O.[Cs+].[Cs+]. Given the product [CH:1]1([N:7]([CH2:17][CH3:18])[CH2:8][CH2:9][C:10]2[CH:15]=[CH:14][C:13]([O:16][C:20]3[N:24]([CH3:25])[C:23]4[CH:26]=[CH:27][CH:28]=[CH:29][C:22]=4[N:21]=3)=[CH:12][CH:11]=2)[CH2:6][CH2:5][CH2:4][CH2:3][CH2:2]1, predict the reactants needed to synthesize it. (3) Given the product [NH2:1][C:2]1[O:6][N:5]=[C:4]([C:7]2[CH:12]=[CH:11][CH:10]=[CH:9][C:8]=2[Cl:13])[C:3]=1[C:14]([N:40]1[CH2:39][CH2:38][N:37]([C:32]2[CH:33]=[CH:34][C:35]([Cl:36])=[C:30]([Cl:29])[CH:31]=2)[CH2:42][CH2:41]1)=[O:16], predict the reactants needed to synthesize it. The reactants are: [NH2:1][C:2]1[O:6][N:5]=[C:4]([C:7]2[CH:12]=[CH:11][CH:10]=[CH:9][C:8]=2[Cl:13])[C:3]=1[C:14]([OH:16])=O.Cl.C(N=C=NCCCN(C)C)C.[Cl:29][C:30]1[CH:31]=[C:32]([N:37]2[CH2:42][CH2:41][NH:40][CH2:39][CH2:38]2)[CH:33]=[CH:34][C:35]=1[Cl:36]. (4) Given the product [N:28]1[CH:29]=[CH:30][CH:31]=[C:26]([C:23]2[CH:24]=[C:25]3[C:15]4[C:16](=[N:17][CH:18]=[C:13]([C:9]5[CH:8]=[C:7]([N:1]6[CH2:2][CH2:3][N:4]([C:41](=[O:43])[CH3:42])[CH2:5][CH2:6]6)[CH:12]=[CH:11][CH:10]=5)[CH:14]=4)[NH:19][C:20]3=[CH:21][N:22]=2)[CH:27]=1, predict the reactants needed to synthesize it. The reactants are: [N:1]1([C:7]2[CH:8]=[C:9]([C:13]3[CH:14]=[C:15]4[C:25]5[C:20](=[CH:21][N:22]=[C:23]([C:26]6[CH:27]=[N:28][CH:29]=[CH:30][CH:31]=6)[CH:24]=5)[NH:19][C:16]4=[N:17][CH:18]=3)[CH:10]=[CH:11][CH:12]=2)[CH2:6][CH2:5][NH:4][CH2:3][CH2:2]1.C(N(CC)C(C)C)(C)C.[C:41](Cl)(=[O:43])[CH3:42].CO.